Predict the reactants needed to synthesize the given product. From a dataset of Full USPTO retrosynthesis dataset with 1.9M reactions from patents (1976-2016). Given the product [CH3:45][S:46]([C:49]1[CH:50]=[CH:51][C:52]([CH2:55][NH:56][C:28]([C:19]2[C:18](=[O:31])[C:17]([Br:16])=[C:22]([CH3:23])[N:21]([CH:24]3[CH2:25][CH2:26][CH2:27]3)[CH:20]=2)=[O:30])=[N:53][CH:54]=1)(=[O:48])=[O:47], predict the reactants needed to synthesize it. The reactants are: BrC1C(=O)C(C(O)=O)=CN(C(C)C)C=1C.[Br:16][C:17]1[C:18](=[O:31])[C:19]([C:28]([OH:30])=O)=[CH:20][N:21]([CH:24]2[CH2:27][CH2:26][CH2:25]2)[C:22]=1[CH3:23].Cl.CS(C1C=CC(CN)=CC=1)(=O)=O.[CH3:45][S:46]([C:49]1[CH:50]=[CH:51][C:52]([CH2:55][NH2:56])=[N:53][CH:54]=1)(=[O:48])=[O:47].BrBr.